From a dataset of Reaction yield outcomes from USPTO patents with 853,638 reactions. Predict the reaction yield, written as a fraction of the theoretical maximum amount of product (1.0 means a 100% yield; for example, 0.34 means a 34% yield). (1) The reactants are Cl[C:2]1[CH:3]=[CH:4][C:5]2[C:14]3[C:9](=[C:10]([CH3:15])[N:11]=[CH:12][CH:13]=3)[C:8](=[O:16])[N:7]([CH3:17])[C:6]=2[CH:18]=1.[OH:19][CH2:20][C@@H:21]([N:26]1[C:34](=[O:35])[C:33]2[C:28](=[CH:29][CH:30]=[CH:31][CH:32]=2)[C:27]1=[O:36])[CH2:22][CH:23]([CH3:25])[CH3:24]. No catalyst specified. The product is [CH3:15][C:10]1[N:11]=[CH:12][CH:13]=[C:14]2[C:9]=1[C:8](=[O:16])[N:7]([CH3:17])[C:6]1[CH:18]=[C:2]([O:19][CH2:20][C@@H:21]([N:26]3[C:27](=[O:36])[C:28]4[C:33](=[CH:32][CH:31]=[CH:30][CH:29]=4)[C:34]3=[O:35])[CH2:22][CH:23]([CH3:25])[CH3:24])[CH:3]=[CH:4][C:5]2=1. The yield is 0.490. (2) The reactants are C[Si]([C:5]#[N:6])(C)C.[NH2:7][C:8]1[CH:13]=[CH:12][C:11]([CH3:14])=[CH:10][CH:9]=1.[F:15][CH2:16][C:17](=O)[CH3:18]. The catalyst is ClCCl. The product is [F:15][CH2:16][C:17]([CH3:18])([NH:7][C:8]1[CH:13]=[CH:12][C:11]([CH3:14])=[CH:10][CH:9]=1)[C:5]#[N:6]. The yield is 0.930. (3) The reactants are [Br:1][C:2]1[NH:6][C:5]([C@@H:7]2[CH2:11][CH2:10][CH2:9][N:8]2[C:12]([O:14]C(C)(C)C)=O)=[N:4][CH:3]=1.Cl.[CH3:20][O:21][C@H:22]([CH3:32])[C@H:23]([NH:27][C:28]([O:30][CH3:31])=[O:29])C(O)=O.CN(C(ON1N=NC2C=CC=NC1=2)=[N+](C)C)C.F[P-](F)(F)(F)(F)F.CCN(C(C)C)C(C)C.[Li+].[OH-]. The catalyst is C(Cl)Cl.CO.CN(C=O)C. The product is [Br:1][C:2]1[NH:6][C:5]([C@@H:7]2[CH2:11][CH2:10][CH2:9][N:8]2[C:12](=[O:14])[C@@H:23]([NH:27][C:28](=[O:29])[O:30][CH3:31])[C@H:22]([O:21][CH3:20])[CH3:32])=[N:4][CH:3]=1. The yield is 1.00. (4) The reactants are [CH3:1][C:2]([S:21]([CH3:24])(=[O:23])=[O:22])([CH2:7][CH2:8][C:9]1[CH:14]=[CH:13][C:12]([C:15]#[C:16][Si](C)(C)C)=[CH:11][CH:10]=1)[C:3]([O:5][CH3:6])=[O:4].C([O-])([O-])=O.[K+].[K+]. The catalyst is CO.C(Cl)Cl. The product is [C:15]([C:12]1[CH:11]=[CH:10][C:9]([CH2:8][CH2:7][C:2]([CH3:1])([S:21]([CH3:24])(=[O:22])=[O:23])[C:3]([O:5][CH3:6])=[O:4])=[CH:14][CH:13]=1)#[CH:16]. The yield is 0.705. (5) The product is [NH2:21][C:3]1[CH:4]=[C:5]([NH:8][C:9](=[O:20])[C:10]2[CH:15]=[CH:14][CH:13]=[C:12]([C:16]([F:17])([F:18])[F:19])[CH:11]=2)[CH:6]=[CH:7][C:2]=1[CH3:1]. The reactants are [CH3:1][C:2]1[CH:7]=[CH:6][C:5]([NH:8][C:9](=[O:20])[C:10]2[CH:15]=[CH:14][CH:13]=[C:12]([C:16]([F:19])([F:18])[F:17])[CH:11]=2)=[CH:4][C:3]=1[N+:21]([O-])=O. The yield is 0.930. The catalyst is [Pd].CO.